This data is from CYP2C19 inhibition data for predicting drug metabolism from PubChem BioAssay. The task is: Regression/Classification. Given a drug SMILES string, predict its absorption, distribution, metabolism, or excretion properties. Task type varies by dataset: regression for continuous measurements (e.g., permeability, clearance, half-life) or binary classification for categorical outcomes (e.g., BBB penetration, CYP inhibition). Dataset: cyp2c19_veith. (1) The compound is CSc1nc(Sc2cccc(Cl)c2)c2ccccc2n1. The result is 1 (inhibitor). (2) The result is 0 (non-inhibitor). The compound is O=C(NNC(=S)Nc1ccccc1)C1CC1. (3) The compound is CCOc1cc(C2NN=C(c3ccccc3)S2)ccc1OCc1ccccc1Cl. The result is 1 (inhibitor). (4) The result is 0 (non-inhibitor). The compound is COC(=O)c1ccc(NC(=O)c2ccccc2)o1. (5) The molecule is Cc1ccc(S(=O)(=O)n2nc(C)c(Br)c2C)c(C)c1C. The result is 1 (inhibitor). (6) The molecule is CCc1ccc(NC(=O)CC2C(=O)Nc3c2c(=O)n(C)c(=O)n3C)cc1. The result is 0 (non-inhibitor).